From a dataset of Forward reaction prediction with 1.9M reactions from USPTO patents (1976-2016). Predict the product of the given reaction. (1) Given the reactants [OH:1][C:2]1[C:3]([C:17](=O)[CH3:18])=[N:4][N:5]([CH3:16])[C:6]=1[C:7]1[CH:12]=[CH:11][C:10]([CH2:13][CH2:14][CH3:15])=[CH:9][CH:8]=1.[NH:20]([C:22]([NH:24][C:25]1[CH:33]=[CH:32][C:28]([C:29]([OH:31])=[O:30])=[CH:27][CH:26]=1)=[S:23])[NH2:21].CN(C)C=O, predict the reaction product. The product is: [OH:1][C:2]1[C:3]([C:17](=[N:21][NH:20][C:22]([NH:24][C:25]2[CH:33]=[CH:32][C:28]([C:29]([OH:31])=[O:30])=[CH:27][CH:26]=2)=[S:23])[CH3:18])=[N:4][N:5]([CH3:16])[C:6]=1[C:7]1[CH:12]=[CH:11][C:10]([CH2:13][CH2:14][CH3:15])=[CH:9][CH:8]=1. (2) Given the reactants C(N(CC)CC)C.[NH2:8][C:9]1[C:21]([C:22]([OH:24])=[O:23])=[C:12]2[N:13]=[C:14]([C:17]([F:20])([F:19])[F:18])[CH:15]=[CH:16][N:11]2[N:10]=1.CN(C(O[N:33]1[N:41]=[N:40][C:35]2[CH:36]=[CH:37][CH:38]=[CH:39][C:34]1=2)=[N+](C)C)C.[B-](F)(F)(F)F, predict the reaction product. The product is: [NH2:8][C:9]1[C:21]([C:22]([O:24][N:40]2[C:35]3[CH:36]=[CH:37][CH:38]=[CH:39][C:34]=3[N:33]=[N:41]2)=[O:23])=[C:12]2[N:13]=[C:14]([C:17]([F:20])([F:18])[F:19])[CH:15]=[CH:16][N:11]2[N:10]=1. (3) Given the reactants [OH-].[Na+].C[O:4][C:5](=[O:32])[CH2:6][C:7]1[CH:12]=[CH:11][C:10]([O:13][C:14]2[C:15]3[CH2:31][CH2:30][CH2:29][C:16]=3[N:17]=[C:18]([C:20]3[CH:25]=[CH:24][C:23]([O:26][CH3:27])=[C:22]([Br:28])[CH:21]=3)[N:19]=2)=[CH:9][CH:8]=1.Cl, predict the reaction product. The product is: [Br:28][C:22]1[CH:21]=[C:20]([C:18]2[N:19]=[C:14]([O:13][C:10]3[CH:9]=[CH:8][C:7]([CH2:6][C:5]([OH:32])=[O:4])=[CH:12][CH:11]=3)[C:15]3[CH2:31][CH2:30][CH2:29][C:16]=3[N:17]=2)[CH:25]=[CH:24][C:23]=1[O:26][CH3:27]. (4) Given the reactants [OH:1][C:2]1[CH:3]=[C:4]([CH2:12][C:13]([OH:15])=[O:14])[CH:5]=[C:6]([C:8]([F:11])([F:10])[F:9])[CH:7]=1.[Cl:16][C:17]1[CH:22]=[C:21]([S:23]([CH3:26])(=[O:25])=[O:24])[CH:20]=[CH:19][C:18]=1F.C(=O)([O-])[O-].[Cs+].[Cs+], predict the reaction product. The product is: [Cl:16][C:17]1[CH:22]=[C:21]([S:23]([CH3:26])(=[O:25])=[O:24])[CH:20]=[CH:19][C:18]=1[O:1][C:2]1[CH:3]=[C:4]([CH2:12][C:13]([OH:15])=[O:14])[CH:5]=[C:6]([C:8]([F:9])([F:10])[F:11])[CH:7]=1. (5) Given the reactants Br[C:2]1[CH:16]=[CH:15][C:5]([CH2:6][N:7]2[CH2:12][C@H:11]([CH3:13])[O:10][C@H:9]([CH3:14])[CH2:8]2)=[CH:4][CH:3]=1.[CH3:17][C:18]1([CH3:27])[C:22]([CH3:24])([CH3:23])[O:21][B:20]([CH:25]=[CH2:26])[O:19]1.C(N(CC)CC)C, predict the reaction product. The product is: [CH3:14][C@H:9]1[O:10][C@@H:11]([CH3:13])[CH2:12][N:7]([CH2:6][C:5]2[CH:15]=[CH:16][C:2](/[CH:26]=[CH:25]/[B:20]3[O:21][C:22]([CH3:24])([CH3:23])[C:18]([CH3:27])([CH3:17])[O:19]3)=[CH:3][CH:4]=2)[CH2:8]1. (6) Given the reactants Cl.O1CCOC[CH2:3]1.[Cl:8][C:9]1[CH:17]=[C:16]([CH3:18])[CH:15]=[CH:14][C:10]=1[C:11]([OH:13])=[O:12], predict the reaction product. The product is: [CH3:3][O:12][C:11](=[O:13])[C:10]1[CH:14]=[CH:15][C:16]([CH3:18])=[CH:17][C:9]=1[Cl:8]. (7) Given the reactants [CH3:1][N:2]([CH3:33])[CH2:3][CH2:4][N:5]([CH3:32])[C:6]1[C:11]([N+:12]([O-])=O)=[CH:10][C:9]([NH:15][C:16]2[N:21]=[C:20]([N:22]3[CH:26]=[C:25]([CH:27]=O)[CH:24]=[N:23]3)[C:19]([CH3:29])=[CH:18][N:17]=2)=[C:8]([O:30][CH3:31])[CH:7]=1.Cl.[NH:35]1[CH2:38][CH2:37][CH2:36]1, predict the reaction product. The product is: [N:35]1([CH2:27][C:25]2[CH:24]=[N:23][N:22]([C:20]3[C:19]([CH3:29])=[CH:18][N:17]=[C:16]([NH:15][C:9]4[C:8]([O:30][CH3:31])=[CH:7][C:6]([N:5]([CH2:4][CH2:3][N:2]([CH3:33])[CH3:1])[CH3:32])=[C:11]([NH:12][C:8](=[O:30])[CH:7]=[CH2:6])[CH:10]=4)[N:21]=3)[CH:26]=2)[CH2:38][CH2:37][CH2:36]1. (8) Given the reactants Cl[CH2:2][CH2:3][O:4][C:5]1[CH:13]=[CH:12][C:8]2[S:9][CH:10]=[CH:11][C:7]=2[CH:6]=1.[NH:14]1[CH2:19][CH2:18][O:17][CH2:16][CH2:15]1.[I-].[Na+].C(=O)(O)[O-].[Na+], predict the reaction product. The product is: [S:9]1[CH:10]=[CH:11][C:7]2[CH:6]=[C:5]([O:4][CH2:3][CH2:2][N:14]3[CH2:19][CH2:18][O:17][CH2:16][CH2:15]3)[CH:13]=[CH:12][C:8]1=2. (9) Given the reactants [NH:1]1[CH2:7][CH2:6][CH2:5][CH2:4][CH:3]([NH2:8])[CH2:2]1.[CH:9](=O)[C:10]1[CH:15]=[CH:14][CH:13]=[CH:12][CH:11]=1.S([O-])([O-])(=O)=O.[Na+].[Na+], predict the reaction product. The product is: [CH:9](=[N:8][CH:3]1[CH2:4][CH2:5][CH2:6][CH2:7][NH:1][CH2:2]1)[C:10]1[CH:15]=[CH:14][CH:13]=[CH:12][CH:11]=1.